The task is: Predict the reactants needed to synthesize the given product.. This data is from Full USPTO retrosynthesis dataset with 1.9M reactions from patents (1976-2016). (1) Given the product [Cl:14][C:15]1[CH:24]=[C:23]2[C:18]([CH2:19][CH2:20][N:21]([C:11]([C:9]3[CH:10]=[C:5]4[N:4]=[CH:3][C:2]([Cl:1])=[CH:7][N:6]4[N:8]=3)=[O:13])[CH:22]2[CH3:25])=[CH:17][CH:16]=1, predict the reactants needed to synthesize it. The reactants are: [Cl:1][C:2]1[CH:3]=[N:4][C:5]2[N:6]([N:8]=[C:9]([C:11]([OH:13])=O)[CH:10]=2)[CH:7]=1.[Cl:14][C:15]1[CH:24]=[C:23]2[C:18]([CH2:19][CH2:20][NH:21][CH:22]2[CH3:25])=[CH:17][CH:16]=1. (2) Given the product [Cl:1][C:2]1[CH:3]=[C:4]([CH:17]=[CH:18][C:19]=1[Cl:20])[CH2:5][NH:6][C:7]([NH:9][C:10]1[S:11][CH:12]=[C:13]([CH2:15][NH:24][CH:21]([CH3:23])[CH3:22])[N:14]=1)=[O:8], predict the reactants needed to synthesize it. The reactants are: [Cl:1][C:2]1[CH:3]=[C:4]([CH:17]=[CH:18][C:19]=1[Cl:20])[CH2:5][NH:6][C:7]([NH:9][C:10]1[S:11][CH:12]=[C:13]([CH2:15]I)[N:14]=1)=[O:8].[CH:21]([NH2:24])([CH3:23])[CH3:22]. (3) Given the product [O:1]1[CH:5]=[CH:4][C:3]([NH:6][C:7]([N:29]2[CH2:30][CH2:31][N:26]([C:24]3[S:23][N:22]=[C:21]([C:15]4[CH:20]=[CH:19][CH:18]=[CH:17][CH:16]=4)[N:25]=3)[CH2:27][CH2:28]2)=[O:14])=[N:2]1, predict the reactants needed to synthesize it. The reactants are: [O:1]1[CH:5]=[CH:4][C:3]([NH:6][C:7](=[O:14])OCC(Cl)(Cl)Cl)=[N:2]1.[C:15]1([C:21]2[N:25]=[C:24]([N:26]3[CH2:31][CH2:30][NH:29][CH2:28][CH2:27]3)[S:23][N:22]=2)[CH:20]=[CH:19][CH:18]=[CH:17][CH:16]=1.C(N(C(C)C)CC)(C)C.O. (4) The reactants are: [CH:1]1([C:5]2[N:6]=[C:7]([CH3:10])[S:8][CH:9]=2)[CH2:4][CH2:3][CH2:2]1.CC(C)([O-])C.[K+].C([Li])CCC.Br[CH2:23][C:24]1[CH:25]=[C:26]([CH:29]=[CH:30][CH:31]=1)[C:27]#[N:28].[Cl-].[NH4+]. Given the product [CH:1]1([C:5]2[N:6]=[C:7]([CH2:10][CH2:23][C:24]3[CH:25]=[C:26]([CH:29]=[CH:30][CH:31]=3)[C:27]#[N:28])[S:8][CH:9]=2)[CH2:4][CH2:3][CH2:2]1, predict the reactants needed to synthesize it. (5) Given the product [NH2:8][CH2:9][C:10]1[CH:11]=[C:12]([C:16]2[CH:21]=[CH:20][CH:19]=[C:18]([CH2:22][O:23][C:24]3[CH:29]=[C:28]([CH2:30][CH3:31])[CH:27]=[CH:26][C:25]=3[CH2:32][C:33]([OH:35])=[O:34])[CH:17]=2)[CH:13]=[CH:14][CH:15]=1, predict the reactants needed to synthesize it. The reactants are: C(OC([NH:8][CH2:9][C:10]1[CH:11]=[C:12]([C:16]2[CH:21]=[CH:20][CH:19]=[C:18]([CH2:22][O:23][C:24]3[CH:29]=[C:28]([CH2:30][CH3:31])[CH:27]=[CH:26][C:25]=3[CH2:32][C:33]([OH:35])=[O:34])[CH:17]=2)[CH:13]=[CH:14][CH:15]=1)=O)(C)(C)C.Cl.